Task: Predict the product of the given reaction.. Dataset: Forward reaction prediction with 1.9M reactions from USPTO patents (1976-2016) (1) Given the reactants [S:1]1[C:5]([C:6]([NH2:8])=[NH:7])=[CH:4][C:3]2[CH:9]=[CH:10][CH:11]=[CH:12][C:2]1=2.[Cl:13][C:14]1[CH:25]=[C:24]([Cl:26])[CH:23]=[CH:22][C:15]=1[CH:16]=[C:17]([C:20]#[N:21])[C:18]#[N:19], predict the reaction product. The product is: [NH2:21][CH2:20][C:17]1[C:18]([NH2:19])=[N:7][C:6]([C:5]2[S:1][C:2]3[CH:12]=[CH:11][CH:10]=[CH:9][C:3]=3[CH:4]=2)=[N:8][C:16]=1[C:15]1[CH:22]=[CH:23][C:24]([Cl:26])=[CH:25][C:14]=1[Cl:13]. (2) Given the reactants [Br:1][C:2]1[CH:3]=[C:4]([CH:21]=[C:22]([CH2:24][OH:25])[CH:23]=1)[CH2:5][O:6][C:7]1[CH:12]=[CH:11][CH:10]=[CH:9][C:8]=1[CH2:13][C:14]([O:16][C:17]([CH3:20])([CH3:19])[CH3:18])=[O:15], predict the reaction product. The product is: [Br:1][C:2]1[CH:3]=[C:4]([CH:21]=[C:22]([CH:24]=[O:25])[CH:23]=1)[CH2:5][O:6][C:7]1[CH:12]=[CH:11][CH:10]=[CH:9][C:8]=1[CH2:13][C:14]([O:16][C:17]([CH3:20])([CH3:19])[CH3:18])=[O:15]. (3) Given the reactants [CH2:1]([O:8][C:9]([C:11]1([NH:16][S:17]([C:20]2[CH:25]=[CH:24][C:23]([C:26]3[CH:31]=[CH:30][C:29]([F:32])=[CH:28][CH:27]=3)=[CH:22][CH:21]=2)(=[O:19])=[O:18])[CH2:15][CH2:14][CH2:13][CH2:12]1)=[O:10])[C:2]1[CH:7]=[CH:6][CH:5]=[CH:4][CH:3]=1.C[Si](C)(C)[N-][Si](C)(C)C.[K+].[C:43]([Si:47]([O:50][CH2:51][CH2:52][CH2:53]I)([CH3:49])[CH3:48])([CH3:46])([CH3:45])[CH3:44].CCCCCC, predict the reaction product. The product is: [CH2:1]([O:8][C:9]([C:11]1([N:16]([CH2:53][CH2:52][CH2:51][O:50][Si:47]([C:43]([CH3:44])([CH3:46])[CH3:45])([CH3:48])[CH3:49])[S:17]([C:20]2[CH:21]=[CH:22][C:23]([C:26]3[CH:31]=[CH:30][C:29]([F:32])=[CH:28][CH:27]=3)=[CH:24][CH:25]=2)(=[O:18])=[O:19])[CH2:15][CH2:14][CH2:13][CH2:12]1)=[O:10])[C:2]1[CH:3]=[CH:4][CH:5]=[CH:6][CH:7]=1. (4) Given the reactants [NH2:1][C:2]1[C:10]([Cl:11])=[CH:9][C:5]([C:6]([OH:8])=O)=[C:4]([F:12])[CH:3]=1.[NH2:13][CH:14]1[CH2:19][CH2:18][N:17]([CH3:20])[CH2:16][CH2:15]1.C(N(C(C)C)CC)(C)C.CN(C(ON1N=NC2C=CC=NC1=2)=[N+](C)C)C.F[P-](F)(F)(F)(F)F, predict the reaction product. The product is: [NH2:1][C:2]1[C:10]([Cl:11])=[CH:9][C:5]([C:6]([NH:13][CH:14]2[CH2:19][CH2:18][N:17]([CH3:20])[CH2:16][CH2:15]2)=[O:8])=[C:4]([F:12])[CH:3]=1. (5) Given the reactants [F-].C([N+](CCCC)(CCCC)CCCC)CCC.[O:19]1[CH:23]=[CH:22][C:21]([C:24]2[CH:25]=[C:26]3[C:30](=[CH:31][C:32]=2[C:33]2[CH:38]=[CH:37][C:36]([O:39][CH2:40][C:41]4[CH:46]=[CH:45][CH:44]=[CH:43][CH:42]=4)=[CH:35][CH:34]=2)[N:29](COCC[Si](C)(C)C)[N:28]=[C:27]3[NH:55][C:56](=[O:60])[CH2:57][CH2:58][CH3:59])=[CH:20]1.C(OCC)(=O)C, predict the reaction product. The product is: [O:19]1[CH:23]=[CH:22][C:21]([C:24]2[CH:25]=[C:26]3[C:30](=[CH:31][C:32]=2[C:33]2[CH:34]=[CH:35][C:36]([O:39][CH2:40][C:41]4[CH:46]=[CH:45][CH:44]=[CH:43][CH:42]=4)=[CH:37][CH:38]=2)[NH:29][N:28]=[C:27]3[NH:55][C:56](=[O:60])[CH2:57][CH2:58][CH3:59])=[CH:20]1. (6) The product is: [CH2:20]([C:15]1[N:16]=[C:17]([NH2:19])[C:18]2[NH:10][C:11]([CH3:35])=[C:12]([CH2:24][CH2:25][CH2:26][CH2:27][CH2:28][N:29]3[CH2:33][CH2:32][C@H:31]([F:34])[CH2:30]3)[C:13]=2[N:14]=1)[CH2:21][CH2:22][CH3:23]. Given the reactants C(OC[N:10]1[C:18]2[C:17]([NH2:19])=[N:16][C:15]([CH2:20][CH2:21][CH2:22][CH3:23])=[N:14][C:13]=2[C:12]([C:24]#[C:25][CH2:26][CH2:27][CH2:28][N:29]2[CH2:33][CH2:32][C@H:31]([F:34])[CH2:30]2)=[C:11]1[CH3:35])C1C=CC=CC=1.C(O)(=O)C.[H][H], predict the reaction product. (7) Given the reactants [Cl:1][C:2]1[CH:11]=[C:10]2[C:5]([CH2:6][CH2:7][O:8][C@H:9]2[C:12]2[CH:13]=[C:14]([C:18]([C:20]3[C:21]([NH:26][C@H:27]4[CH2:31][C@H:30]([O:32][Si:33]([CH:40]([CH3:42])[CH3:41])([CH:37]([CH3:39])[CH3:38])[CH:34]([CH3:36])[CH3:35])[C@@H:29]([CH2:43][OH:44])[CH2:28]4)=[N:22][CH:23]=[N:24][CH:25]=3)=[O:19])[S:15][C:16]=2[CH3:17])=[CH:4][CH:3]=1.C(N(CC)C(C)C)(C)C.Cl[S:55]([NH:58][C:59](=[O:65])[O:60][C:61]([CH3:64])([CH3:63])[CH3:62])(=[O:57])=[O:56], predict the reaction product. The product is: [Cl:1][C:2]1[CH:11]=[C:10]2[C:5]([CH2:6][CH2:7][O:8][C@H:9]2[C:12]2[CH:13]=[C:14]([C:18]([C:20]3[C:21]([NH:26][C@@H:27]4[CH2:28][C@H:29]([CH2:43][O:44][S:55]([NH:58][C:59](=[O:65])[O:60][C:61]([CH3:63])([CH3:62])[CH3:64])(=[O:56])=[O:57])[C@@H:30]([O:32][Si:33]([CH:40]([CH3:42])[CH3:41])([CH:37]([CH3:38])[CH3:39])[CH:34]([CH3:35])[CH3:36])[CH2:31]4)=[N:22][CH:23]=[N:24][CH:25]=3)=[O:19])[S:15][C:16]=2[CH3:17])=[CH:4][CH:3]=1.